Dataset: Full USPTO retrosynthesis dataset with 1.9M reactions from patents (1976-2016). Task: Predict the reactants needed to synthesize the given product. (1) Given the product [CH:1]([N:4]([C:5]1[CH:10]=[CH:9][CH:8]=[CH:7][C:6]=1/[CH:11]=[CH:12]/[C:13]([O:15][CH3:16])=[O:14])[C:22](=[O:23])[C:21]1[CH:25]=[CH:26][CH:27]=[C:19]([C:18]([F:17])([F:28])[F:29])[CH:20]=1)([CH3:3])[CH3:2], predict the reactants needed to synthesize it. The reactants are: [CH:1]([NH:4][C:5]1[CH:10]=[CH:9][CH:8]=[CH:7][C:6]=1/[CH:11]=[CH:12]/[C:13]([O:15][CH3:16])=[O:14])([CH3:3])[CH3:2].[F:17][C:18]([F:29])([F:28])[C:19]1[CH:20]=[C:21]([CH:25]=[CH:26][CH:27]=1)[C:22](Cl)=[O:23].O. (2) Given the product [C:42]([OH:48])([C:44]([F:47])([F:46])[F:45])=[O:43].[F:45][C:44]([F:47])([F:46])[C:42]([OH:48])=[O:43].[C:31]([C:29]1[CH:30]=[C:25]([CH:21]([N:19]2[CH:20]=[C:16]([C:15]3[C:10]4[CH:9]=[CH:8][NH:7][C:11]=4[N:12]=[CH:13][N:14]=3)[CH:17]=[N:18]2)[CH2:22][C:23]#[N:24])[CH:26]=[N:27][CH:28]=1)#[CH:32], predict the reactants needed to synthesize it. The reactants are: C[Si](C)(C)CCOC[N:7]1[C:11]2[N:12]=[CH:13][N:14]=[C:15]([C:16]3[CH:17]=[N:18][N:19]([CH:21]([C:25]4[CH:26]=[N:27][CH:28]=[C:29]([C:31]#[C:32][Si](C)(C)C)[CH:30]=4)[CH2:22][C:23]#[N:24])[CH:20]=3)[C:10]=2[CH:9]=[CH:8]1.C(Cl)Cl.[C:42]([OH:48])([C:44]([F:47])([F:46])[F:45])=[O:43].[OH-].[K+].CO. (3) Given the product [CH2:29]([C:25]1[CH:24]=[C:23]([S:20]([N:4]2[CH2:3][C@H:2]([CH3:1])[O:7][C:6]3[N:8]=[CH:9][C:10]([NH:12][C:13](=[O:19])[O:14][C:15]([CH3:16])([CH3:18])[CH3:17])=[CH:11][C:5]2=3)(=[O:22])=[O:21])[CH:28]=[CH:27][CH:26]=1)[CH3:30], predict the reactants needed to synthesize it. The reactants are: [CH3:1][C@@H:2]1[O:7][C:6]2[N:8]=[CH:9][C:10]([NH:12][C:13](=[O:19])[O:14][C:15]([CH3:18])([CH3:17])[CH3:16])=[CH:11][C:5]=2[N:4]([S:20]([C:23]2[CH:28]=[CH:27][CH:26]=[C:25]([CH:29]=[CH2:30])[CH:24]=2)(=[O:22])=[O:21])[CH2:3]1. (4) Given the product [CH3:20][C:18]([Si:21]([C:43]1[CH:48]=[CH:47][CH:46]=[CH:45][CH:44]=1)([C:49]1[CH:50]=[CH:51][CH:52]=[CH:53][CH:54]=1)[O:22][CH2:23][C@@H:24]([NH:32][C:33](=[O:34])[O:35][CH2:36][C:37]1[CH:38]=[CH:39][CH:40]=[CH:41][CH:42]=1)[CH2:25]/[CH:26]=[CH:27]\[CH2:28][OH:29])([CH3:17])[CH3:19], predict the reactants needed to synthesize it. The reactants are: CC(C[AlH]CC(C)C)C.C1COCC1.[NH4+].[Cl-].[CH3:17][C:18]([Si:21]([C:49]1[CH:54]=[CH:53][CH:52]=[CH:51][CH:50]=1)([C:43]1[CH:48]=[CH:47][CH:46]=[CH:45][CH:44]=1)[O:22][CH2:23][C@@H:24]([NH:32][C:33]([O:35][CH2:36][C:37]1[CH:42]=[CH:41][CH:40]=[CH:39][CH:38]=1)=[O:34])[CH2:25]/[CH:26]=[CH:27]\[C:28](OC)=[O:29])([CH3:20])[CH3:19].